Dataset: Reaction yield outcomes from USPTO patents with 853,638 reactions. Task: Predict the reaction yield, written as a fraction of the theoretical maximum amount of product (1.0 means a 100% yield; for example, 0.34 means a 34% yield). (1) The reactants are [F:1][C:2]([F:45])([F:44])[C:3]1[CH:4]=[C:5]([C:13]([CH3:43])([CH3:42])[C:14]([N:16]([CH3:41])[C:17]2[C:18]([C:34]3[CH:39]=[CH:38][CH:37]=[CH:36][C:35]=3[CH3:40])=[CH:19][C:20]([N:23]3[CH2:27][C:26](=[O:28])[CH2:25][C@H:24]3[CH2:29][O:30]C(=O)C)=[N:21][CH:22]=2)=[O:15])[CH:6]=[C:7]([C:9]([F:12])([F:11])[F:10])[CH:8]=1.C[O-].[Na+]. The catalyst is CO.O.[Cl-].[Na+].O. The product is [F:45][C:2]([F:1])([F:44])[C:3]1[CH:4]=[C:5]([C:13]([CH3:42])([CH3:43])[C:14]([N:16]([C:17]2[CH:22]=[N:21][C:20]([N:23]3[CH2:27][C:26](=[O:28])[CH2:25][C@H:24]3[CH2:29][OH:30])=[CH:19][C:18]=2[C:34]2[CH:39]=[CH:38][CH:37]=[CH:36][C:35]=2[CH3:40])[CH3:41])=[O:15])[CH:6]=[C:7]([C:9]([F:12])([F:10])[F:11])[CH:8]=1. The yield is 0.230. (2) The reactants are [Br:1][C:2]1[CH:7]=[CH:6][C:5]([NH:8][C:9]2[C:10]([C:20](=[O:26])[CH2:21][O:22]COC)=[CH:11][C:12]3[N:16]([CH3:17])[CH:15]=[N:14][C:13]=3[C:18]=2[F:19])=[C:4]([Cl:27])[CH:3]=1.Cl.CO.C([O-])(O)=O.[Na+]. The product is [Br:1][C:2]1[CH:7]=[CH:6][C:5]([NH:8][C:9]2[C:10]([C:20](=[O:26])[CH2:21][OH:22])=[CH:11][C:12]3[N:16]([CH3:17])[CH:15]=[N:14][C:13]=3[C:18]=2[F:19])=[C:4]([Cl:27])[CH:3]=1. The catalyst is CCOC(C)=O.O. The yield is 0.540.